This data is from Reaction yield outcomes from USPTO patents with 853,638 reactions. The task is: Predict the reaction yield, written as a fraction of the theoretical maximum amount of product (1.0 means a 100% yield; for example, 0.34 means a 34% yield). (1) The yield is 0.850. The product is [N+:1]([C:4]1[N:5]([CH2:11][C:10]#[CH:9])[CH:6]=[CH:7][N:8]=1)([O-:3])=[O:2]. The reactants are [N+:1]([C:4]1[NH:5][CH:6]=[CH:7][N:8]=1)([O-:3])=[O:2].[CH2:9](Br)[C:10]#[CH:11].C(=O)([O-])[O-].[K+].[K+].CN(C=O)C. The catalyst is CCOC(C)=O. (2) The reactants are OC1C=C(SCCCC(O)=O)C=CC=1.[OH:15][C:16]1[CH:21]=[CH:20][C:19]([SH:22])=[CH:18][CH:17]=1.C(=O)([O-])[O-].[K+].[K+].Br[CH2:30][CH2:31][CH2:32][CH2:33][CH2:34][CH2:35][CH2:36][CH2:37][CH2:38][C:39]([O:41]CC)=[O:40].[OH-].[Na+]. The catalyst is O.C(O)C. The product is [OH:15][C:16]1[CH:21]=[CH:20][C:19]([S:22][CH2:30][CH2:31][CH2:32][CH2:33][CH2:34][CH2:35][CH2:36][CH2:37][CH2:38][C:39]([OH:41])=[O:40])=[CH:18][CH:17]=1. The yield is 0.630. (3) The reactants are [NH2:1][C:2]1[CH:7]=[CH:6][C:5]([N:8]2[CH:12]=[C:11]([CH2:13][OH:14])[N:10]=[CH:9]2)=[C:4]([O:15][CH3:16])[CH:3]=1.[Cl:17][C:18]1[N:23]=[C:22](Cl)[N:21]=[C:20]([O:25][CH3:26])[N:19]=1. The catalyst is C(N(CC)CC)C. The product is [Cl:17][C:18]1[N:19]=[C:20]([O:25][CH3:26])[N:21]=[C:22]([NH:1][C:2]2[CH:7]=[CH:6][C:5]([N:8]3[CH:12]=[C:11]([CH2:13][OH:14])[N:10]=[CH:9]3)=[C:4]([O:15][CH3:16])[CH:3]=2)[N:23]=1. The yield is 0.610. (4) The reactants are [CH2:1]([NH:4][C:5]([C:7]1[NH:8][C:9]2[C:14]([C:15]=1[C:16]1[CH:21]=[CH:20][CH:19]=[CH:18][CH:17]=1)=[CH:13][C:12]([NH2:22])=[CH:11][CH:10]=2)=[O:6])[CH2:2][CH3:3].[CH3:23][S:24]([C:27]1[CH:32]=[CH:31][C:30]([S:33](Cl)(=[O:35])=[O:34])=[CH:29][CH:28]=1)(=[O:26])=[O:25]. The catalyst is CCCCCC.C(OCC)(=O)C. The product is [CH2:1]([NH:4][C:5]([C:7]1[NH:8][C:9]2[C:14]([C:15]=1[C:16]1[CH:21]=[CH:20][CH:19]=[CH:18][CH:17]=1)=[CH:13][C:12]([NH:22][S:33]([C:30]1[CH:29]=[CH:28][C:27]([S:24]([CH3:23])(=[O:26])=[O:25])=[CH:32][CH:31]=1)(=[O:35])=[O:34])=[CH:11][CH:10]=2)=[O:6])[CH2:2][CH3:3]. The yield is 0.390. (5) The reactants are [CH3:1][NH:2][CH3:3].ClCCl.Cl[S:8]([C:11]1[CH:26]=[CH:25][C:14]([CH2:15][C:16]2[CH:21]=[CH:20][C:19]([N+:22]([O-:24])=[O:23])=[CH:18][CH:17]=2)=[CH:13][CH:12]=1)(=[O:10])=[O:9]. The catalyst is O1CCCC1. The product is [CH3:1][N:2]([CH3:3])[S:8]([C:11]1[CH:12]=[CH:13][C:14]([CH2:15][C:16]2[CH:17]=[CH:18][C:19]([N+:22]([O-:24])=[O:23])=[CH:20][CH:21]=2)=[CH:25][CH:26]=1)(=[O:9])=[O:10]. The yield is 0.980. (6) The reactants are [O:1]1[C:5]2[CH:6]=[CH:7][CH:8]=[CH:9][C:4]=2[CH:3]=[C:2]1[CH:10]=O.CN.CC(O)=O.[BH3-][C:19]#[N:20].[Na+]. The catalyst is CO. The product is [CH3:19][NH:20][CH2:10][C:2]1[O:1][C:5]2[CH:6]=[CH:7][CH:8]=[CH:9][C:4]=2[CH:3]=1. The yield is 0.500.